The task is: Predict the reaction yield, written as a fraction of the theoretical maximum amount of product (1.0 means a 100% yield; for example, 0.34 means a 34% yield).. This data is from Reaction yield outcomes from USPTO patents with 853,638 reactions. (1) The reactants are [Cl:1][C:2]1[N:7]=[C:6]([NH:8][C:9]2[CH:14]=[CH:13][C:12]([F:15])=[C:11]([C:16]([F:19])([F:18])[F:17])[CH:10]=2)[CH:5]=[C:4](Cl)[N:3]=1.O.[NH2:22][NH2:23]. The catalyst is O1CCOCC1.O. The product is [Cl:1][C:2]1[N:7]=[C:6]([NH:8][C:9]2[CH:14]=[CH:13][C:12]([F:15])=[C:11]([C:16]([F:19])([F:18])[F:17])[CH:10]=2)[CH:5]=[C:4]([NH:22][NH2:23])[N:3]=1. The yield is 0.850. (2) The product is [CH:1]1([N:4]([S:42]([C:39]2[CH:40]=[CH:41][C:36]([F:35])=[CH:37][CH:38]=2)(=[O:44])=[O:43])[CH2:5][C:6]([NH:8][CH2:9][C:10]2[CH:11]=[C:12]([C:16]3[CH:17]=[CH:18][C:19]([C:22]([F:23])([F:24])[F:25])=[CH:20][CH:21]=3)[CH:13]=[CH:14][CH:15]=2)=[O:7])[CH2:2][CH2:3]1. The reactants are [CH:1]1([NH:4][CH2:5][C:6]([NH:8][CH2:9][C:10]2[CH:11]=[C:12]([C:16]3[CH:21]=[CH:20][C:19]([C:22]([F:25])([F:24])[F:23])=[CH:18][CH:17]=3)[CH:13]=[CH:14][CH:15]=2)=[O:7])[CH2:3][CH2:2]1.C(N(CC)C(C)C)(C)C.[F:35][C:36]1[CH:41]=[CH:40][C:39]([S:42](Cl)(=[O:44])=[O:43])=[CH:38][CH:37]=1.C(OCC)(=O)C. The catalyst is C(Cl)Cl. The yield is 0.820. (3) The catalyst is C1COCC1. The reactants are Br[C:2]1[C:3](=[O:10])[N:4]([CH3:9])[CH:5]=[C:6]([Br:8])[N:7]=1.[NH2:11][C:12]1[CH:13]=[N:14][CH:15]=[CH:16][CH:17]=1.CC(C)([O-])C.[Na+]. The product is [Br:8][C:6]1[N:7]=[C:2]([NH:11][C:12]2[CH:13]=[N:14][CH:15]=[CH:16][CH:17]=2)[C:3](=[O:10])[N:4]([CH3:9])[CH:5]=1. The yield is 0.350. (4) The reactants are [ClH:1].[NH2:2][C:3]1[N:8]=[CH:7][C:6](/[CH:9]=[CH:10]/[C:11]([OH:13])=O)=[CH:5][C:4]=1[CH2:14][N:15]1[CH2:19][CH2:18][CH2:17][CH2:16]1.Cl.[CH3:21][N:22]1[CH2:28][C:27]2[CH:29]=[C:30](/[CH:33]=[CH:34]/[C:35](O)=O)C=N[C:26]=2[NH:25][C:24](=O)[CH2:23]1.CNCC1N(C)C2C(C=1)=CC=CC=2.CNCC1C=CC2C(=CC=CC=2)C=1CCC. No catalyst specified. The product is [ClH:1].[NH2:2][C:3]1[N:8]=[CH:7][C:6](/[CH:9]=[CH:10]/[C:11]([N:25]([CH3:26])[CH2:24][C:23]2[N:22]([CH3:21])[C:28]3[C:34]([CH:35]=2)=[CH:33][CH:30]=[CH:29][CH:27]=3)=[O:13])=[CH:5][C:4]=1[CH2:14][N:15]1[CH2:19][CH2:18][CH2:17][CH2:16]1. The yield is 0.820. (5) The reactants are [C:1]1([C:7]2[C:11]([C:12]([F:15])([F:14])[F:13])=[C:10]([C:16](F)=[O:17])[O:9][N:8]=2)[CH:6]=[CH:5][CH:4]=[CH:3][CH:2]=1.[N:19]([CH:22]1[CH:31]([OH:32])[C:30]2[C:25](=[CH:26][C:27]([C:33](=[N:35]O)[NH2:34])=[CH:28][CH:29]=2)[O:24][CH2:23]1)=[N+:20]=[N-:21].CCN(C(C)C)C(C)C. The catalyst is C(#N)C. The product is [N:19]([CH:22]1[CH:31]([OH:32])[C:30]2[C:25](=[CH:26][C:27]([C:33]3[N:35]=[C:16]([C:10]4[O:9][N:8]=[C:7]([C:1]5[CH:6]=[CH:5][CH:4]=[CH:3][CH:2]=5)[C:11]=4[C:12]([F:15])([F:14])[F:13])[O:17][N:34]=3)=[CH:28][CH:29]=2)[O:24][CH2:23]1)=[N+:20]=[N-:21]. The yield is 0.593. (6) The reactants are C(OC([NH:8][O:9][CH2:10][CH2:11][O:12][CH2:13][CH2:14][O:15][CH2:16][CH2:17][O:18][NH:19]C(OC(C)(C)C)=O)=O)(C)(C)C. The catalyst is CCOC(C)=O.Cl. The product is [NH2:19][O:18][CH2:17][CH2:16][O:15][CH2:14][CH2:13][O:12][CH2:11][CH2:10][O:9][NH2:8]. The yield is 0.900. (7) The reactants are S(Cl)([Cl:3])=O.[C:5]([C:8]1[C:17]2[C:12](=[CH:13][CH:14]=[CH:15][CH:16]=2)[C:11]([C:18]([OH:20])=O)=[CH:10][CH:9]=1)(=[O:7])[CH3:6]. The catalyst is C1(C)C=CC=CC=1. The product is [C:5]([C:8]1[C:17]2[C:12](=[CH:13][CH:14]=[CH:15][CH:16]=2)[C:11]([C:18]([Cl:3])=[O:20])=[CH:10][CH:9]=1)(=[O:7])[CH3:6]. The yield is 0.987.